From a dataset of Human intestinal absorption (HIA) binary classification data from Hou et al.. Regression/Classification. Given a drug SMILES string, predict its absorption, distribution, metabolism, or excretion properties. Task type varies by dataset: regression for continuous measurements (e.g., permeability, clearance, half-life) or binary classification for categorical outcomes (e.g., BBB penetration, CYP inhibition). Dataset: hia_hou. (1) The drug is CN(C)[C@H]1C(O)=C(C(N)=O)C(=O)[C@@]2(O)C(=O)C3=C(O)c4c(O)cccc4[C@@](C)(O)[C@@H]3[C@H](O)[C@@H]12. The result is 1 (good absorption). (2) The result is 1 (good absorption). The compound is CN1C(=O)[C@@H](O)N=C(c2ccccc2Cl)c2cc(Cl)ccc21. (3) The compound is CCN(CC)c1cc(C)nc2ncnn12. The result is 1 (good absorption). (4) The drug is CCCC(CCC)C(=O)O. The result is 1 (good absorption). (5) The molecule is Clc1ccccc1CN1CCc2sccc2C1. The result is 1 (good absorption). (6) The molecule is CCC[C@@H](N[C@H](C)C(=O)N1[C@H](C(=O)O)C[C@@H]2CCCC[C@@H]21)C(=O)OCC. The result is 1 (good absorption). (7) The molecule is CC(C)(C)c1ccc([C@H](O)CCCN2CCC(C(O)(c3ccccc3)c3ccccc3)CC2)cc1. The result is 1 (good absorption).